Predict the reaction yield, written as a fraction of the theoretical maximum amount of product (1.0 means a 100% yield; for example, 0.34 means a 34% yield). From a dataset of Reaction yield outcomes from USPTO patents with 853,638 reactions. The reactants are [CH3:1][C:2]1[CH:6]=[C:5]([NH2:7])[NH:4][N:3]=1.[Br:8][CH:9]([CH:12]=O)[CH:10]=O. No catalyst specified. The product is [Br:8][C:9]1[CH:10]=[C:6]2[C:2]([CH3:1])=[N:3][NH:4][C:5]2=[N:7][CH:12]=1. The yield is 0.100.